Dataset: Full USPTO retrosynthesis dataset with 1.9M reactions from patents (1976-2016). Task: Predict the reactants needed to synthesize the given product. (1) Given the product [Cl:1][C:2]1[CH:20]=[C:19]([N+:21]([O-:23])=[O:22])[CH:18]=[C:17]([Cl:24])[C:3]=1[O:4][C:5]1[CH:6]=[CH:7][C:8]([O:15][CH3:16])=[C:9]([S:11]([OH:13])=[O:12])[CH:10]=1, predict the reactants needed to synthesize it. The reactants are: [Cl:1][C:2]1[CH:20]=[C:19]([N+:21]([O-:23])=[O:22])[CH:18]=[C:17]([Cl:24])[C:3]=1[O:4][C:5]1[CH:6]=[CH:7][C:8]([O:15][CH3:16])=[C:9]([S:11](Cl)(=[O:13])=[O:12])[CH:10]=1.S([O-])([O-])=O.[Na+].[Na+].C(=O)(O)[O-].[Na+].Cl. (2) Given the product [CH2:55]([O:57][C:58](=[O:67])[C:59]1[CH:64]=[CH:63][C:62]([NH:65][C:50]([C:47]2[CH:48]=[C:49]3[C:44]([CH2:43][CH2:42][NH:41]3)=[C:45]([O:53][CH3:54])[CH:46]=2)=[O:52])=[CH:61][C:60]=1[F:66])[CH3:56], predict the reactants needed to synthesize it. The reactants are: F[P-](F)(F)(F)(F)F.Br[P+](N1CCCC1)(N1CCCC1)N1CCCC1.C(N(C(C)C)CC)(C)C.C(OC([N:41]1[C:49]2[C:44](=[C:45]([O:53][CH3:54])[CH:46]=[C:47]([C:50]([OH:52])=O)[CH:48]=2)[CH2:43][CH2:42]1)=O)(C)(C)C.[CH2:55]([O:57][C:58](=[O:67])[C:59]1[CH:64]=[CH:63][C:62]([NH2:65])=[CH:61][C:60]=1[F:66])[CH3:56]. (3) Given the product [Cl:30]([O-:34])(=[O:33])(=[O:32])=[O:31].[CH2:1]([N:5]([C:6]1[C:7]2[NH2+:26][C:23]3[C:24](=[CH:25][C:20]([N:19]([CH2:28][CH3:29])[CH2:17][CH3:18])=[CH:21][CH:22]=3)[O:12][C:8]=2[CH:9]=[CH:10][CH:11]=1)[CH2:13][CH2:14][CH2:15][CH3:16])[CH2:2][CH2:3][CH3:4], predict the reactants needed to synthesize it. The reactants are: [CH2:1]([N:5]([CH2:13][CH2:14][CH2:15][CH3:16])[C:6]1[CH:7]=[C:8]([OH:12])[CH:9]=[CH:10][CH:11]=1)[CH2:2][CH2:3][CH3:4].[CH2:17]([N:19]([CH2:28][CH3:29])[C:20]1[CH:25]=[CH:24][C:23]([N:26]=O)=[CH:22][CH:21]=1)[CH3:18].[Cl:30]([OH:34])(=[O:33])(=[O:32])=[O:31].CO. (4) Given the product [CH2:1]([O:8][C:9]1[N:10]=[N:11][C:12]([CH2:29][C:28]2[CH:31]=[CH:32][CH:33]=[C:26]([Cl:25])[CH:27]=2)=[CH:13][C:14]=1[O:15][CH2:16][C:17]1[CH:22]=[CH:21][CH:20]=[CH:19][CH:18]=1)[C:2]1[CH:7]=[CH:6][CH:5]=[CH:4][CH:3]=1, predict the reactants needed to synthesize it. The reactants are: [CH2:1]([O:8][C:9]1[N:10]=[N:11][C:12](Cl)=[CH:13][C:14]=1[O:15][CH2:16][C:17]1[CH:22]=[CH:21][CH:20]=[CH:19][CH:18]=1)[C:2]1[CH:7]=[CH:6][CH:5]=[CH:4][CH:3]=1.[Cl-].[Cl:25][C:26]1[CH:27]=[C:28]([CH:31]=[CH:32][CH:33]=1)[CH2:29][Zn+].